From a dataset of NCI-60 drug combinations with 297,098 pairs across 59 cell lines. Regression. Given two drug SMILES strings and cell line genomic features, predict the synergy score measuring deviation from expected non-interaction effect. (1) Drug 1: C1CCC(C1)C(CC#N)N2C=C(C=N2)C3=C4C=CNC4=NC=N3. Drug 2: CCC1=C2CN3C(=CC4=C(C3=O)COC(=O)C4(CC)O)C2=NC5=C1C=C(C=C5)O. Cell line: SNB-19. Synergy scores: CSS=39.8, Synergy_ZIP=4.35, Synergy_Bliss=3.42, Synergy_Loewe=-35.8, Synergy_HSA=1.46. (2) Drug 1: C1=NC2=C(N=C(N=C2N1C3C(C(C(O3)CO)O)O)F)N. Drug 2: CC1=C(C(CCC1)(C)C)C=CC(=CC=CC(=CC(=O)O)C)C. Cell line: UACC62. Synergy scores: CSS=5.44, Synergy_ZIP=-4.37, Synergy_Bliss=-1.78, Synergy_Loewe=0.171, Synergy_HSA=0.621. (3) Drug 1: CC1=C(C(CCC1)(C)C)C=CC(=CC=CC(=CC(=O)O)C)C. Drug 2: CS(=O)(=O)CCNCC1=CC=C(O1)C2=CC3=C(C=C2)N=CN=C3NC4=CC(=C(C=C4)OCC5=CC(=CC=C5)F)Cl. Cell line: UO-31. Synergy scores: CSS=19.0, Synergy_ZIP=-8.47, Synergy_Bliss=-1.18, Synergy_Loewe=-6.14, Synergy_HSA=1.60. (4) Drug 1: CS(=O)(=O)C1=CC(=C(C=C1)C(=O)NC2=CC(=C(C=C2)Cl)C3=CC=CC=N3)Cl. Drug 2: C1C(C(OC1N2C=NC3=C2NC=NCC3O)CO)O. Cell line: ACHN. Synergy scores: CSS=5.41, Synergy_ZIP=-0.677, Synergy_Bliss=1.64, Synergy_Loewe=-0.742, Synergy_HSA=-0.138.